From a dataset of Forward reaction prediction with 1.9M reactions from USPTO patents (1976-2016). Predict the product of the given reaction. (1) Given the reactants Cl[C:2]1[N:7]=[C:6]([C:8]2[CH:13]=[CH:12][CH:11]=[CH:10][CH:9]=2)[N:5]=[C:4]([NH:14][C:15]2[CH:20]=[CH:19][C:18]([S:21]([CH3:24])(=[O:23])=[O:22])=[CH:17][CH:16]=2)[CH:3]=1.[OH:25][CH:26]1[CH2:31][CH2:30][NH:29][CH2:28][CH2:27]1, predict the reaction product. The product is: [CH3:24][S:21]([C:18]1[CH:19]=[CH:20][C:15]([NH:14][C:4]2[N:5]=[C:6]([C:8]3[CH:13]=[CH:12][CH:11]=[CH:10][CH:9]=3)[N:7]=[C:2]([N:29]3[CH2:30][CH2:31][CH:26]([OH:25])[CH2:27][CH2:28]3)[CH:3]=2)=[CH:16][CH:17]=1)(=[O:23])=[O:22]. (2) Given the reactants [Cl:1][C:2]1[CH:7]=[CH:6][C:5]([C:8]2[C:17](=[O:18])[C:16]3[C:11](=[C:12](I)[C:13]([OH:19])=[CH:14][CH:15]=3)[O:10][C:9]=2[CH:21]([CH3:23])[CH3:22])=[CH:4][CH:3]=1.C1(P(C2C=CC=CC=2)CCCP(C2C=CC=CC=2)C2C=CC=CC=2)C=CC=CC=1.C(=O)([O-])[O-].[K+].[K+].[CH:59]([O:61]CCCC)=[CH2:60], predict the reaction product. The product is: [C:59]([C:12]1[C:13]([OH:19])=[CH:14][CH:15]=[C:16]2[C:11]=1[O:10][C:9]([CH:21]([CH3:23])[CH3:22])=[C:8]([C:5]1[CH:6]=[CH:7][C:2]([Cl:1])=[CH:3][CH:4]=1)[C:17]2=[O:18])(=[O:61])[CH3:60]. (3) Given the reactants C[C:2]1[N:7]=[C:6]([C:8]#[N:9])[N:5]=[C:4]([O:10][CH2:11][CH:12]([CH3:14])[CH3:13])[C:3]=1Br.[F:16][C:17]1[CH:22]=[CH:21][C:20]([O:23][CH3:24])=[CH:19][C:18]=1B(O)O.C1(P(C2CCCCC2)C2C=CC=CC=2C2C(OC)=CC=CC=2OC)CCCCC1.C(=O)([O-])[O-].[Na+].[Na+], predict the reaction product. The product is: [F:16][C:17]1[CH:22]=[CH:21][C:20]([O:23][CH3:24])=[CH:19][C:18]=1[C:3]1[C:4]([O:10][CH2:11][CH:12]([CH3:13])[CH3:14])=[N:5][C:6]([C:8]#[N:9])=[N:7][CH:2]=1. (4) Given the reactants [C:1](=[O:4])([O-:3])[O-:2].[C:5]([OH:10])(=[O:9])[C:6]([OH:8])=[O:7], predict the reaction product. The product is: [C:5]([OH:10])(=[O:9])[C:6]([OH:8])=[O:7].[C:1](=[O:2])([OH:4])[OH:3].